From a dataset of Retrosynthesis with 50K atom-mapped reactions and 10 reaction types from USPTO. Predict the reactants needed to synthesize the given product. (1) Given the product COC(=O)c1cc(C(=O)CN2CCN(c3ccccc3C)CC2)ccc1O, predict the reactants needed to synthesize it. The reactants are: COC(=O)c1cc(C(=O)CBr)ccc1O.Cc1ccccc1N1CCNCC1. (2) Given the product NC(=O)COc1cccc(Cl)c1C=O, predict the reactants needed to synthesize it. The reactants are: NC(=O)CI.O=Cc1c(O)cccc1Cl. (3) Given the product O=C(Nc1cccc(CN2CCC(NCCO)CC2)n1)Nc1csc(-c2ccncc2)n1, predict the reactants needed to synthesize it. The reactants are: NCCO.O=C1CCN(Cc2cccc(NC(=O)Nc3csc(-c4ccncc4)n3)n2)CC1. (4) Given the product CC1(C)OC(=O)C(=C2CCCC2)C(=O)O1, predict the reactants needed to synthesize it. The reactants are: CC1(C)OC(=O)CC(=O)O1.O=C1CCCC1. (5) Given the product CC(C)C[C@H](NC(=O)Nc1n[nH]c(=S)s1)C(=O)NCc1ccccc1, predict the reactants needed to synthesize it. The reactants are: COC(=O)[C@H](CC(C)C)NC(=O)Nc1n[nH]c(=S)s1.NCc1ccccc1.